Dataset: Full USPTO retrosynthesis dataset with 1.9M reactions from patents (1976-2016). Task: Predict the reactants needed to synthesize the given product. (1) Given the product [N:11]1([C:6]2[C:5]([CH2:4][NH2:1])=[CH:10][CH:9]=[CH:8][N:7]=2)[CH2:12][CH2:13][O:14][CH2:15][CH2:16]1, predict the reactants needed to synthesize it. The reactants are: [N:1]([CH2:4][C:5]1[C:6]([N:11]2[CH2:16][CH2:15][O:14][CH2:13][CH2:12]2)=[N:7][CH:8]=[CH:9][CH:10]=1)=[N+]=[N-]. (2) The reactants are: [C:1]1([CH3:12])[CH:6]=[CH:5][CH:4]=[CH:3][C:2]=1[C:7]1O[CH:9]=[N:10][N:11]=1.[CH3:13][C:14]1[CH:15]=[C:16]([CH:18]=[C:19]([CH3:21])[CH:20]=1)[NH2:17].N#N.FC(F)(F)C(O)=O.[Al]. Given the product [CH3:13][C:14]1[CH:15]=[C:16]([N:17]2[CH:9]=[N:10][N:11]=[C:7]2[C:2]2[CH:3]=[CH:4][CH:5]=[CH:6][C:1]=2[CH3:12])[CH:18]=[C:19]([CH3:21])[CH:20]=1, predict the reactants needed to synthesize it. (3) Given the product [O:53]=[S:50]1(=[O:54])[CH2:51][CH2:52][N:47]([CH2:46][CH2:45][NH:2][C@:3]23[CH2:38][CH2:37][C@@H:36]([C:39]4([CH3:42])[CH2:41][CH2:40]4)[C@@H:4]2[C@@H:5]2[C@@:18]([CH3:21])([CH2:19][CH2:20]3)[C@@:17]3([CH3:22])[C@@H:8]([C@:9]4([CH3:35])[C@@H:14]([CH2:15][CH2:16]3)[C:13]([CH3:23])([CH3:24])[C:12]([C:25]3[CH:26]=[CH:27][C:28]([C:29]([O:31][CH3:32])=[O:30])=[CH:33][CH:34]=3)=[CH:11][CH2:10]4)[CH2:7][CH2:6]2)[CH2:48][CH2:49]1, predict the reactants needed to synthesize it. The reactants are: Cl.[NH2:2][C@:3]12[CH2:38][CH2:37][C@@H:36]([C:39]3([CH3:42])[CH2:41][CH2:40]3)[C@@H:4]1[C@@H:5]1[C@@:18]([CH3:21])([CH2:19][CH2:20]2)[C@@:17]2([CH3:22])[C@@H:8]([C@:9]3([CH3:35])[C@@H:14]([CH2:15][CH2:16]2)[C:13]([CH3:24])([CH3:23])[C:12]([C:25]2[CH:34]=[CH:33][C:28]([C:29]([O:31][CH3:32])=[O:30])=[CH:27][CH:26]=2)=[CH:11][CH2:10]3)[CH2:7][CH2:6]1.Cl.Cl[CH2:45][CH2:46][N:47]1[CH2:52][CH2:51][S:50](=[O:54])(=[O:53])[CH2:49][CH2:48]1.P([O-])([O-])([O-])=O.[K+].[K+].[K+].[I-].[K+].C(O)(C(F)(F)F)=O. (4) The reactants are: [C:1](Cl)(=O)[C:2]([Cl:4])=[O:3].CN(C=O)C.[CH3:12][O:13][C:14]([CH2:16][CH2:17][C:18]12[CH2:25][CH2:24]C(C(O)=O)([CH2:22][CH2:23]1)[CH2:20][CH2:19]2)=[O:15]. Given the product [CH3:12][O:13][C:14](=[O:15])[CH2:16][CH2:17][C:18]12[CH2:23][CH2:22][C:1]([C:2]([Cl:4])=[O:3])([CH2:24][CH2:25]1)[CH2:20][CH2:19]2, predict the reactants needed to synthesize it. (5) Given the product [Br:12][C:13]1[CH:19]=[CH:18][C:16]([NH:17][C:10]([NH:9][C:4]2[CH:5]=[CH:6][C:7]([F:8])=[C:2]([F:1])[CH:3]=2)=[O:11])=[CH:15][CH:14]=1, predict the reactants needed to synthesize it. The reactants are: [F:1][C:2]1[CH:3]=[C:4]([N:9]=[C:10]=[O:11])[CH:5]=[CH:6][C:7]=1[F:8].[Br:12][C:13]1[CH:19]=[CH:18][C:16]([NH2:17])=[CH:15][CH:14]=1. (6) Given the product [CH2:1]([O:8][C@@H:9]1[C@@H:21]([OH:22])[C@H:20]([O:32][CH2:33][C:34]2[CH:35]=[CH:36][CH:37]=[CH:38][CH:39]=2)[C@@H:19]([CH2:40][O:41][CH2:42][C:43]2[CH:48]=[CH:47][CH:46]=[CH:45][CH:44]=2)[O:18][C@H:10]1[S:11][C:12]1[CH:13]=[CH:14][CH:15]=[CH:16][CH:17]=1)[C:2]1[CH:7]=[CH:6][CH:5]=[CH:4][CH:3]=1, predict the reactants needed to synthesize it. The reactants are: [CH2:1]([O:8][C@@H:9]1[C@@H:21]([O:22]CC2C=CC(OC)=CC=2)[C@H:20]([O:32][CH2:33][C:34]2[CH:39]=[CH:38][CH:37]=[CH:36][CH:35]=2)[C@@H:19]([CH2:40][O:41][CH2:42][C:43]2[CH:48]=[CH:47][CH:46]=[CH:45][CH:44]=2)[O:18][C@H:10]1[S:11][C:12]1[CH:17]=[CH:16][CH:15]=[CH:14][CH:13]=1)[C:2]1[CH:7]=[CH:6][CH:5]=[CH:4][CH:3]=1.C(C1C(=O)C(Cl)=C(Cl)C(=O)C=1C#N)#N.